Task: Predict which catalyst facilitates the given reaction.. Dataset: Catalyst prediction with 721,799 reactions and 888 catalyst types from USPTO (1) The catalyst class is: 27. Reactant: [Cl:1][C:2]1[N:7]=[CH:6][C:5]([CH2:8][N:9]2[C:13]([CH3:14])=[C:12]([C:15]3[CH:20]=[CH:19][C:18]([C:21]#[N:22])=[CH:17][CH:16]=3)[C:11]([C:23]#[N:24])=[C:10]2[CH:25]2[CH2:27][CH2:26]2)=[CH:4][C:3]=1[CH2:28][OH:29].O1CCCC1.C(OCC)(=O)C.O.[C:42]1([S:48]([OH:51])(=[O:50])=[O:49])[CH:47]=[CH:46][CH:45]=[CH:44][CH:43]=1. Product: [C:42]1([S:48]([OH:51])(=[O:50])=[O:49])[CH:47]=[CH:46][CH:45]=[CH:44][CH:43]=1.[Cl:1][C:2]1[N:7]=[CH:6][C:5]([CH2:8][N:9]2[C:13]([CH3:14])=[C:12]([C:15]3[CH:20]=[CH:19][C:18]([C:21]#[N:22])=[CH:17][CH:16]=3)[C:11]([C:23]#[N:24])=[C:10]2[CH:25]2[CH2:27][CH2:26]2)=[CH:4][C:3]=1[CH2:28][OH:29]. (2) Reactant: [CH:1]([C:4]1[CH:5]=[N:6][N:7]2[C:12]([NH:13][CH2:14][C:15]3[CH:20]=[CH:19][CH:18]=[CH:17][C:16]=3[N:21]3[CH:25]=[CH:24][CH:23]=[N:22]3)=[N:11][C:10]([C:26]([OH:28])=[O:27])=[N:9][C:8]=12)([CH3:3])[CH3:2].[CH2:29]([N:31]([CH2:34]C)[CH2:32][CH3:33])[CH3:30].OC1CCN(C)C1.F[P-](F)(F)(F)(F)F.N1(O[P+](N2CCCC2)(N2CCCC2)N2CCCC2)C2C=CC=CC=2N=N1. Product: [N:21]1([C:16]2[CH:17]=[CH:18][CH:19]=[CH:20][C:15]=2[CH2:14][NH:13][C:12]2[N:7]3[N:6]=[CH:5][C:4]([CH:1]([CH3:3])[CH3:2])=[C:8]3[N:9]=[C:10]([C:26]([O:28][CH:30]3[CH2:33][CH2:32][N:31]([CH3:34])[CH2:29]3)=[O:27])[N:11]=2)[CH:25]=[CH:24][CH:23]=[N:22]1. The catalyst class is: 125. (3) Reactant: [O:1]1[CH2:6][CH2:5][O:4][C:3]2[C:7](/[CH:11]=[CH:12]/[C:13]([OH:15])=O)=[CH:8][CH:9]=[CH:10][C:2]1=2.C1(P([N:30]=[N+:31]=[N-:32])(C2C=CC=CC=2)=O)C=CC=CC=1.CCN(CC)CC. Product: [O:1]1[CH2:6][CH2:5][O:4][C:3]2[C:7](/[CH:11]=[CH:12]/[C:13]([N:30]=[N+:31]=[N-:32])=[O:15])=[CH:8][CH:9]=[CH:10][C:2]1=2. The catalyst class is: 48. (4) Reactant: [C:1]1([CH:8]=[CH:7][CH:6]=[C:4]([OH:5])[CH:3]=1)[OH:2].C(OC(S[CH2:15][CH2:16][CH2:17][CH2:18][CH2:19][CH2:20][CH2:21][CH2:22][CH2:23][CH2:24][O:25][C:26]1[CH:42]=[CH:41][C:29]([C:30]([O:32][C:33]2[CH:38]=[CH:37][C:36]([CH:39]=[O:40])=[CH:35][CH:34]=2)=[O:31])=[CH:28][CH:27]=1)=S)C.[CH2:52]1[CH2:57][CH2:56][CH:55](N=C=N[CH:52]2[CH2:57][CH2:56][CH2:55][CH2:54][CH2:53]2)[CH2:54][CH2:53]1. Product: [CH2:24]([O:25][C:52]1[CH:53]=[CH:54][C:55]([C:30]([O:32][C:33]2[CH:38]=[CH:37][C:36]([C:39]([O:2][C:1]3[CH:8]=[CH:7][CH:6]=[C:4]([O:5][C:39](=[O:40])[C:36]4[CH:37]=[CH:38][C:33]([O:32][C:30](=[O:31])[C:29]5[CH:41]=[CH:42][C:26]([O:25][CH2:24][CH2:23][CH2:22][CH2:21][CH2:20][CH2:19][CH2:18][CH2:17][CH2:16][CH3:15])=[CH:27][CH:28]=5)=[CH:34][CH:35]=4)[CH:3]=3)=[O:40])=[CH:35][CH:34]=2)=[O:31])=[CH:56][CH:57]=1)[CH2:23][CH2:22][CH2:21][CH2:20][CH2:19][CH2:18][CH2:17][CH2:16][CH3:15]. The catalyst class is: 79. (5) Reactant: [S:1]1(=O)[CH2:6][CH2:5][CH2:4][S:3][CH2:2]1.[F:8][C:9]([F:20])([F:19])[C:10]([O:12]C(=O)C(F)(F)F)=[O:11]. Product: [F:8][C:9]([F:20])([F:19])[C:10]([O-:12])=[O:11].[S:1]1[CH2:6][CH2:5][CH2:4][S:3][CH+:2]1. The catalyst class is: 1.